Predict the reaction yield, written as a fraction of the theoretical maximum amount of product (1.0 means a 100% yield; for example, 0.34 means a 34% yield). From a dataset of Reaction yield outcomes from USPTO patents with 853,638 reactions. (1) The reactants are [Br:1][C:2]1[N:7]2[CH:8]=[C:9]([CH:11]=O)[N:10]=[C:6]2[C:5]([N:13]2[CH2:18][CH2:17][O:16][CH2:15][CH2:14]2)=[N:4][CH:3]=1.[CH3:19][C:20]1[CH:29]=[CH:28][C:27]2[C:22](=[CH:23][CH:24]=[CH:25][CH:26]=2)[N:21]=1.Br[Si](C)(C)C. The catalyst is CN(C=O)C. The product is [Br:1][C:2]1[N:7]2[CH:8]=[C:9](/[CH:11]=[CH:19]/[C:20]3[CH:29]=[CH:28][C:27]4[C:22](=[CH:23][CH:24]=[CH:25][CH:26]=4)[N:21]=3)[N:10]=[C:6]2[C:5]([N:13]2[CH2:18][CH2:17][O:16][CH2:15][CH2:14]2)=[N:4][CH:3]=1. The yield is 0.850. (2) The reactants are C1(C(C2C=CC=CC=2)(C2C=CC=CC=2)[N:8]2[CH:12]=[C:11]([C@@H:13]3[CH2:15][C@H:14]3[CH2:16][OH:17])[N:10]=[CH:9]2)C=CC=CC=1.[F:30][C:31]([F:36])([F:35])[C:32]([OH:34])=[O:33]. No catalyst specified. The product is [F:30][C:31]([F:36])([F:35])[C:32]([OH:34])=[O:33].[OH:17][CH2:16][C@@H:14]1[CH2:15][C@H:13]1[C:11]1[N:10]=[CH:9][NH:8][CH:12]=1. The yield is 0.930. (3) The reactants are [O:1]1[C:5]2=[CH:6][CH:7]=[CH:8][C:9]([CH:10]=O)=[C:4]2[CH:3]=[CH:2]1.[NH2:12][OH:13].Cl.[OH-].[Na+].O. The catalyst is CO. The product is [O:1]1[C:5]2=[CH:6][CH:7]=[CH:8][C:9](/[CH:10]=[N:12]/[OH:13])=[C:4]2[CH:3]=[CH:2]1. The yield is 0.900. (4) The reactants are [NH:1]1[CH:5]=[CH:4][N:3]=[CH:2]1.Cl[C:7]1[S:8][CH:9]=[CH:10][C:11]=1[N+:12]([O-:14])=[O:13]. The catalyst is C(O)C. The product is [N+:12]([C:11]1[CH:10]=[CH:9][S:8][C:7]=1[N:1]1[CH:5]=[CH:4][N:3]=[CH:2]1)([O-:14])=[O:13]. The yield is 0.450.